This data is from Forward reaction prediction with 1.9M reactions from USPTO patents (1976-2016). The task is: Predict the product of the given reaction. (1) Given the reactants [CH3:1][C:2]1[C:10]2[C:5](=[CH:6][CH:7]=[CH:8][C:9]=2[NH:11][C:12]([C:14]2[N:18]3[CH:19]=[CH:20][C:21]([O:23][CH2:24][CH2:25][N:26]4[CH2:31][CH2:30][N:29](C(OC(C)(C)C)=O)[CH2:28][CH2:27]4)=[CH:22][C:17]3=[N:16][CH:15]=2)=[O:13])[N:4]([CH2:39][C:40]2[CH:45]=[CH:44][CH:43]=[C:42]([CH3:46])[N:41]=2)[N:3]=1.Cl, predict the reaction product. The product is: [CH3:1][C:2]1[C:10]2[C:5](=[CH:6][CH:7]=[CH:8][C:9]=2[NH:11][C:12]([C:14]2[N:18]3[CH:19]=[CH:20][C:21]([O:23][CH2:24][CH2:25][N:26]4[CH2:31][CH2:30][NH:29][CH2:28][CH2:27]4)=[CH:22][C:17]3=[N:16][CH:15]=2)=[O:13])[N:4]([CH2:39][C:40]2[CH:45]=[CH:44][CH:43]=[C:42]([CH3:46])[N:41]=2)[N:3]=1. (2) Given the reactants [Si:1]([O:8][CH2:9][C@H:10]1[CH2:19][C:18]2[C:13](=[CH:14][CH:15]=[CH:16][C:17]=2/[CH:20]=[CH:21]/[C:22]([O:24][CH2:25][CH3:26])=[O:23])[C@H:12]([CH3:27])[N:11]1[C:28]([O:30][C:31]([CH3:34])([CH3:33])[CH3:32])=[O:29])([C:4]([CH3:7])([CH3:6])[CH3:5])([CH3:3])[CH3:2], predict the reaction product. The product is: [Si:1]([O:8][CH2:9][C@H:10]1[CH2:19][C:18]2[C:13](=[CH:14][CH:15]=[CH:16][C:17]=2[CH2:20][CH2:21][C:22]([O:24][CH2:25][CH3:26])=[O:23])[C@H:12]([CH3:27])[N:11]1[C:28]([O:30][C:31]([CH3:33])([CH3:32])[CH3:34])=[O:29])([C:4]([CH3:7])([CH3:5])[CH3:6])([CH3:3])[CH3:2]. (3) Given the reactants CCCCCC1C(C(O)=O)=C(O)C([C@H]2[C@H](C(C)=C)CCC(C)=C2)=C(O)C=1.[CH3:27][CH2:28][CH2:29][CH2:30][CH2:31][C:32]1[CH:33]=[C:34]([OH:49])[C:35]([C@H:39]2[C@H:44]([C:45]([CH3:47])=[CH2:46])[CH2:43][CH2:42][C:41]([CH3:48])=[CH:40]2)=[C:36]([OH:38])[CH:37]=1, predict the reaction product. The product is: [CH3:27][CH2:28][CH2:29][CH2:30][CH2:31][C:32]1[CH:37]=[C:36]([OH:38])[C:35]2[C@H:39]3[C@H:44]([C:45]([CH3:47])([CH3:46])[O:49][C:34]=2[CH:33]=1)[CH2:43][CH2:42][C:41]([CH3:48])=[CH:40]3. (4) Given the reactants [F:1][C:2]1[CH:7]=[CH:6][C:5]([CH3:8])=[CH:4][C:3]=1[NH:9][C:10]1[N:15]2[N:16]=[CH:17][C:18]([S:19]([NH2:22])(=[O:21])=[O:20])=[C:14]2[N:13]=[CH:12][C:11]=1[C:23]([N:25]1[CH2:30][CH2:29][CH:28]([C:31]2[CH:36]=[CH:35][C:34]([F:37])=[CH:33][CH:32]=2)[CH2:27][CH2:26]1)=[O:24].[C:38](O)(=[O:41])[CH2:39][CH3:40], predict the reaction product. The product is: [F:1][C:2]1[CH:7]=[CH:6][C:5]([CH3:8])=[CH:4][C:3]=1[NH:9][C:10]1[N:15]2[N:16]=[CH:17][C:18]([S:19]([NH:22][C:38](=[O:41])[CH2:39][CH3:40])(=[O:21])=[O:20])=[C:14]2[N:13]=[CH:12][C:11]=1[C:23]([N:25]1[CH2:30][CH2:29][CH:28]([C:31]2[CH:32]=[CH:33][C:34]([F:37])=[CH:35][CH:36]=2)[CH2:27][CH2:26]1)=[O:24].